This data is from Full USPTO retrosynthesis dataset with 1.9M reactions from patents (1976-2016). The task is: Predict the reactants needed to synthesize the given product. Given the product [N:33]1([NH:39][C:3]([C:4]2[CH:10]=[C:11]([C:13]3[CH:18]=[C:17]([O:19][CH3:20])[CH:16]=[CH:15][C:14]=3[O:21][CH3:22])[N:28]([CH2:27][CH2:26][C:25]3[CH:29]=[CH:30][CH:31]=[CH:32][C:24]=3[Cl:23])[C:5]=2[CH3:6])=[O:2])[CH2:38][CH2:37][CH2:36][CH2:35][CH2:34]1, predict the reactants needed to synthesize it. The reactants are: C[O:2][C:3](=O)[CH2:4][C:5](=O)[CH3:6].Br[CH2:10][C:11]([C:13]1[CH:18]=[C:17]([O:19][CH3:20])[CH:16]=[CH:15][C:14]=1[O:21][CH3:22])=O.[Cl:23][C:24]1[CH:32]=[CH:31][CH:30]=[CH:29][C:25]=1[CH2:26][CH2:27][NH2:28].[N:33]1([NH2:39])[CH2:38][CH2:37][CH2:36][CH2:35][CH2:34]1.